This data is from Reaction yield outcomes from USPTO patents with 853,638 reactions. The task is: Predict the reaction yield, written as a fraction of the theoretical maximum amount of product (1.0 means a 100% yield; for example, 0.34 means a 34% yield). The reactants are [N:1]1[C:10]2[NH:9][CH2:8][CH2:7][CH2:6][C:5]=2[CH:4]=[CH:3][C:2]=1[CH2:11][CH2:12][CH2:13][CH2:14][C:15](=[O:32])/[CH:16]=[CH:17]/[C:18]1[CH:19]=[N:20][C:21]2[C:26]([CH:27]=1)=[CH:25][CH:24]=[C:23]([C:28]([F:31])([F:30])[F:29])[CH:22]=2.[H-].[H-].[H-].[H-].[Li+].[Al+3].O.[OH-].[Na+]. The catalyst is C1COCC1. The product is [N:1]1[C:10]2[NH:9][CH2:8][CH2:7][CH2:6][C:5]=2[CH:4]=[CH:3][C:2]=1[CH2:11][CH2:12][CH2:13][CH2:14][CH:15]([OH:32])/[CH:16]=[CH:17]/[C:18]1[CH:19]=[N:20][C:21]2[C:26]([CH:27]=1)=[CH:25][CH:24]=[C:23]([C:28]([F:30])([F:29])[F:31])[CH:22]=2. The yield is 0.730.